The task is: Predict the reaction yield, written as a fraction of the theoretical maximum amount of product (1.0 means a 100% yield; for example, 0.34 means a 34% yield).. This data is from Reaction yield outcomes from USPTO patents with 853,638 reactions. (1) The reactants are [CH2:1]([N:8]1[CH2:12][C@H:11]([C:13]2[CH:18]=[CH:17][C:16]([Cl:19])=[CH:15][CH:14]=2)[C@@H:10]([C:20](=[O:22])[CH3:21])[CH2:9]1)[C:2]1[CH:7]=[CH:6][CH:5]=[CH:4][CH:3]=1.[H-].[H-].[H-].[H-].[Li+].[Al+3]. The catalyst is C1COCC1. The product is [CH2:1]([N:8]1[CH2:12][C@H:11]([C:13]2[CH:14]=[CH:15][C:16]([Cl:19])=[CH:17][CH:18]=2)[C@@H:10]([C@H:20]([OH:22])[CH3:21])[CH2:9]1)[C:2]1[CH:3]=[CH:4][CH:5]=[CH:6][CH:7]=1. The yield is 0.460. (2) The product is [CH:25]([O:1][C:2]1[CH:10]=[C:9]2[C:5]([CH:6]=[CH:7][N:8]2[C:11]2[N:15]([CH3:16])[N:14]=[C:13]([CH3:17])[C:12]=2/[CH:18]=[CH:19]/[C:20]([O:22][CH2:23][CH3:24])=[O:21])=[CH:4][CH:3]=1)([CH3:27])[CH3:26]. The reactants are [OH:1][C:2]1[CH:10]=[C:9]2[C:5]([CH:6]=[CH:7][N:8]2[C:11]2[N:15]([CH3:16])[N:14]=[C:13]([CH3:17])[C:12]=2/[CH:18]=[CH:19]/[C:20]([O:22][CH2:23][CH3:24])=[O:21])=[CH:4][CH:3]=1.[CH:25](O)([CH3:27])[CH3:26].C(P(CCCC)CCCC)CCC.N(C(N1CCCCC1)=O)=NC(N1CCCCC1)=O. The yield is 0.960. The catalyst is O1CCCC1. (3) The reactants are C1CCN2C(=NCCC2)CC1.[C:12]1([CH2:18][O:19][C:20](=[O:60])[CH2:21][N:22]2[CH2:33][CH2:32][N:31]([CH2:34][C:35]([O:37][CH2:38][C:39]3[CH:44]=[CH:43][CH:42]=[CH:41][CH:40]=3)=[O:36])[CH2:30][CH2:29][N:28]([CH2:45][C:46]([O:48][CH2:49][C:50]3[CH:55]=[CH:54][CH:53]=[CH:52][CH:51]=3)=[O:47])[CH2:27][CH2:26][N:25]([CH2:56][C:57]([OH:59])=[O:58])[CH2:24][CH2:23]2)[CH:17]=[CH:16][CH:15]=[CH:14][CH:13]=1.Br[CH2:62][C:63]([N:65]([CH2:84][CH2:85][CH2:86][CH2:87][CH2:88][CH2:89][CH2:90][CH2:91][CH2:92][CH2:93][CH2:94][CH2:95][CH2:96][CH2:97][CH2:98][CH2:99][CH2:100][CH3:101])[CH2:66][CH2:67][CH2:68][CH2:69][CH2:70][CH2:71][CH2:72][CH2:73][CH2:74][CH2:75][CH2:76][CH2:77][CH2:78][CH2:79][CH2:80][CH2:81][CH2:82][CH3:83])=[O:64]. The catalyst is C1(C)C=CC=CC=1. The product is [C:12]1([CH2:18][O:19][C:20](=[O:60])[CH2:21][N:22]2[CH2:23][CH2:24][N:25]([CH2:56][C:57]([O:59][CH2:62][C:63]([N:65]([CH2:66][CH2:67][CH2:68][CH2:69][CH2:70][CH2:71][CH2:72][CH2:73][CH2:74][CH2:75][CH2:76][CH2:77][CH2:78][CH2:79][CH2:80][CH2:81][CH2:82][CH3:83])[CH2:84][CH2:85][CH2:86][CH2:87][CH2:88][CH2:89][CH2:90][CH2:91][CH2:92][CH2:93][CH2:94][CH2:95][CH2:96][CH2:97][CH2:98][CH2:99][CH2:100][CH3:101])=[O:64])=[O:58])[CH2:26][CH2:27][N:28]([CH2:45][C:46]([O:48][CH2:49][C:50]3[CH:51]=[CH:52][CH:53]=[CH:54][CH:55]=3)=[O:47])[CH2:29][CH2:30][N:31]([CH2:34][C:35]([O:37][CH2:38][C:39]3[CH:40]=[CH:41][CH:42]=[CH:43][CH:44]=3)=[O:36])[CH2:32][CH2:33]2)[CH:13]=[CH:14][CH:15]=[CH:16][CH:17]=1. The yield is 0.680. (4) The reactants are [NH2:1][C:2]1[N:7]=[C:6](Cl)[CH:5]=[C:4]([CH:9]2[CH2:13][CH2:12][CH2:11][CH2:10]2)[N:3]=1.C([N:21]1[CH2:26][CH2:25][NH:24][CH2:23][CH2:22]1)(OC(C)(C)C)=O.CCN(CC)CC. The catalyst is CCO. The product is [CH:9]1([C:4]2[CH:5]=[C:6]([N:21]3[CH2:26][CH2:25][NH:24][CH2:23][CH2:22]3)[N:7]=[C:2]([NH2:1])[N:3]=2)[CH2:13][CH2:12][CH2:11][CH2:10]1. The yield is 0.110. (5) The reactants are [H-].[Na+].[OH:3][C:4]1[C:13]2[C:8](=[CH:9][CH:10]=[CH:11][CH:12]=2)[C:7]([CH:14]=[O:15])=[CH:6][CH:5]=1.I[CH2:17][CH2:18][CH3:19].[Cl-].[NH4+]. The catalyst is CN(C)C=O.O1CCCC1. The product is [CH2:17]([O:3][C:4]1[C:13]2[C:8](=[CH:9][CH:10]=[CH:11][CH:12]=2)[C:7]([CH:14]=[O:15])=[CH:6][CH:5]=1)[CH2:18][CH3:19]. The yield is 0.700. (6) The reactants are [C:1]([O:5][C:6]([N:8]1[CH2:13][CH2:12][CH2:11][CH2:10][CH2:9]1)=[O:7])([CH3:4])([CH3:3])[CH3:2].[Cl:14][C:15]1[CH:23]=[CH:22][CH:21]=[C:20]([O:24][CH3:25])[C:16]=1[C:17]([OH:19])=O.C(Cl)CCl.C1C=C[C:33]2[N:38](O)[N:37]=[N:36][C:34]=2[CH:35]=1.C[N:41]([CH:43]=[O:44])C. The catalyst is CCOC(C)=O. The product is [C:1]([O:5][C:6]([N:8]1[CH2:13][CH2:12][CH:11]([NH:41][C:43]([C:35]2[C:34]([NH:36][C:17](=[O:19])[C:16]3[C:20]([O:24][CH3:25])=[CH:21][CH:22]=[CH:23][C:15]=3[Cl:14])=[CH:33][NH:38][N:37]=2)=[O:44])[CH2:10][CH2:9]1)=[O:7])([CH3:4])([CH3:2])[CH3:3]. The yield is 0.650.